This data is from Catalyst prediction with 721,799 reactions and 888 catalyst types from USPTO. The task is: Predict which catalyst facilitates the given reaction. (1) Reactant: S(O)(O)(=O)=O.[CH3:6][N:7]([CH3:11])[C:8]([NH2:10])=[NH:9].[F:12][C:13]1[CH:14]=[C:15]([NH:20][C:21]([C:23]2[CH:24]=[C:25]([S:30](Cl)(=[O:32])=[O:31])[CH:26]=[CH:27][C:28]=2[F:29])=[O:22])[CH:16]=[CH:17][C:18]=1[F:19]. The catalyst class is: 821. Product: [F:12][C:13]1[CH:14]=[C:15]([NH:20][C:21](=[O:22])[C:23]2[CH:24]=[C:25]([S:30](=[O:32])(=[O:31])[NH:9][C:8](=[NH:10])[N:7]([CH3:11])[CH3:6])[CH:26]=[CH:27][C:28]=2[F:29])[CH:16]=[CH:17][C:18]=1[F:19]. (2) Reactant: [CH3:1][C:2]1[CH:7]=[CH:6][CH:5]=[CH:4][C:3]=1[NH:8][C:9](=[O:31])[CH2:10][N:11]1[CH2:16][C@H:15]([CH3:17])[N:14]([S:18]([C:21]2[CH:26]=[CH:25][CH:24]=[C:23]([N+:27]([O-])=O)[CH:22]=2)(=[O:20])=[O:19])[C@H:13]([CH3:30])[CH2:12]1.O.NN. Product: [NH2:27][C:23]1[CH:22]=[C:21]([S:18]([N:14]2[C@@H:15]([CH3:17])[CH2:16][N:11]([CH2:10][C:9]([NH:8][C:3]3[CH:4]=[CH:5][CH:6]=[CH:7][C:2]=3[CH3:1])=[O:31])[CH2:12][C@H:13]2[CH3:30])(=[O:19])=[O:20])[CH:26]=[CH:25][CH:24]=1. The catalyst class is: 29. (3) Reactant: [Cl:1][C:2]1[CH:3]=[C:4]([C:8]2[CH:13]=[CH:12][C:11]([CH2:14][C@@H:15]([NH:24][C:25]([C:27]3[NH:31][C:30](=[O:32])[O:29][N:28]=3)=[O:26])[CH2:16][C@@H:17]([CH3:23])[C:18]([O:20]CC)=[O:19])=[CH:10][CH:9]=2)[CH:5]=[CH:6][CH:7]=1.[OH-].[Na+]. Product: [Cl:1][C:2]1[CH:3]=[C:4]([C:8]2[CH:9]=[CH:10][C:11]([CH2:14][C@@H:15]([NH:24][C:25]([C:27]3[NH:31][C:30](=[O:32])[O:29][N:28]=3)=[O:26])[CH2:16][C@@H:17]([CH3:23])[C:18]([OH:20])=[O:19])=[CH:12][CH:13]=2)[CH:5]=[CH:6][CH:7]=1. The catalyst class is: 5. (4) Reactant: [BH4-].[Na+].[Br:3][C:4]1[CH:5]=[C:6]2[C:11](=[CH:12][CH:13]=1)[CH2:10][O:9][CH2:8][C:7]2=[O:14]. Product: [Br:3][C:4]1[CH:5]=[C:6]2[C:11](=[CH:12][CH:13]=1)[CH2:10][O:9][CH2:8][CH:7]2[OH:14]. The catalyst class is: 8. (5) Reactant: [Br:1][C:2]1[CH:10]=[C:9]2[C:5]([CH2:6][CH2:7][NH:8]2)=[C:4]([O:11][CH3:12])[CH:3]=1.Cl[C:14]1[C:19]([F:20])=[CH:18][N:17]=[C:16]([NH2:21])[N:15]=1. Product: [Br:1][C:2]1[CH:10]=[C:9]2[C:5]([CH2:6][CH2:7][N:8]2[C:14]2[C:19]([F:20])=[CH:18][N:17]=[C:16]([NH2:21])[N:15]=2)=[C:4]([O:11][CH3:12])[CH:3]=1. The catalyst class is: 12. (6) Reactant: [NH:1]1[CH2:5][CH2:4][CH2:3][CH2:2]1.C(N(CC)CC)C.[C:13](Cl)(=[O:31])[CH2:14][CH2:15][CH2:16][CH2:17][CH2:18][CH2:19][CH2:20]/[CH:21]=[CH:22]\[CH2:23][CH2:24][CH2:25][CH2:26][CH2:27][CH2:28][CH2:29][CH3:30]. Product: [N:1]1([C:13](=[O:31])[CH2:14][CH2:15][CH2:16][CH2:17][CH2:18][CH2:19][CH2:20]/[CH:21]=[CH:22]\[CH2:23][CH2:24][CH2:25][CH2:26][CH2:27][CH2:28][CH2:29][CH3:30])[CH2:5][CH2:4][CH2:3][CH2:2]1. The catalyst class is: 4.